From a dataset of Forward reaction prediction with 1.9M reactions from USPTO patents (1976-2016). Predict the product of the given reaction. (1) Given the reactants [F:1][C:2]1[CH:3]=[C:4]([CH:10]=[CH:11][CH:12]=1)[O:5][CH:6]1[CH2:9][NH:8][CH2:7]1.C(N(CC)CC)C.Cl[C:21]1[N:29]=[CH:28][C:27]([C:30]([F:33])([F:32])[F:31])=[CH:26][C:22]=1[C:23]([OH:25])=[O:24], predict the reaction product. The product is: [F:1][C:2]1[CH:3]=[C:4]([CH:10]=[CH:11][CH:12]=1)[O:5][CH:6]1[CH2:9][N:8]([C:21]2[N:29]=[CH:28][C:27]([C:30]([F:33])([F:31])[F:32])=[CH:26][C:22]=2[C:23]([OH:25])=[O:24])[CH2:7]1. (2) Given the reactants C([O:3][C:4]([CH2:6][CH2:7][C:8]1[C:13]([O:14][CH2:15][CH2:16][CH2:17][C:18]([O:20]CC)=[O:19])=[CH:12][CH:11]=[CH:10][C:9]=1[CH2:23][CH2:24][CH2:25][CH2:26][CH2:27][CH2:28][O:29][C:30]1[CH:31]=[C:32]([C:43]([OH:45])=O)[CH:33]=[C:34]([C:36]2[CH:41]=[CH:40][CH:39]=[C:38]([F:42])[CH:37]=2)[CH:35]=1)=[O:5])C.[CH3:46][NH:47][CH3:48], predict the reaction product. The product is: [C:4]([CH2:6][CH2:7][C:8]1[C:9]([CH2:23][CH2:24][CH2:25][CH2:26][CH2:27][CH2:28][O:29][C:30]2[CH:35]=[C:34]([C:36]3[CH:41]=[CH:40][CH:39]=[C:38]([F:42])[CH:37]=3)[CH:33]=[C:32]([C:43](=[O:45])[N:47]([CH3:48])[CH3:46])[CH:31]=2)=[CH:10][CH:11]=[CH:12][C:13]=1[O:14][CH2:15][CH2:16][CH2:17][C:18]([OH:20])=[O:19])([OH:3])=[O:5]. (3) Given the reactants [CH2:1]([N:3]1[CH2:8][CH2:7][O:6][CH2:5][CH2:4]1)[CH3:2].[CH2:9]1[CH2:16][O:15][S:12](=[O:14])(=[O:13])[CH2:11][CH2:10]1, predict the reaction product. The product is: [CH2:1]([N+:3]1([CH2:16][CH2:9][CH2:10][CH2:11][S:12]([O-:15])(=[O:14])=[O:13])[CH2:8][CH2:7][O:6][CH2:5][CH2:4]1)[CH3:2]. (4) The product is: [C:1]1([C:7]([C:14]2[CH:19]=[CH:18][CH:17]=[CH:16][CH:15]=2)=[C:8]2[CH2:9][CH2:10][N:11]([CH2:22][CH2:21][C:20]([O:24][CH2:25][CH:26]([CH3:28])[CH3:27])=[O:23])[CH2:12][CH2:13]2)[CH:2]=[CH:3][CH:4]=[CH:5][CH:6]=1. Given the reactants [C:1]1([C:7]([C:14]2[CH:19]=[CH:18][CH:17]=[CH:16][CH:15]=2)=[C:8]2[CH2:13][CH2:12][NH:11][CH2:10][CH2:9]2)[CH:6]=[CH:5][CH:4]=[CH:3][CH:2]=1.[C:20]([O:24][CH2:25][CH:26]([CH3:28])[CH3:27])(=[O:23])[CH:21]=[CH2:22], predict the reaction product.